Dataset: NCI-60 drug combinations with 297,098 pairs across 59 cell lines. Task: Regression. Given two drug SMILES strings and cell line genomic features, predict the synergy score measuring deviation from expected non-interaction effect. (1) Drug 1: CC1=CC2C(CCC3(C2CCC3(C(=O)C)OC(=O)C)C)C4(C1=CC(=O)CC4)C. Drug 2: CC1=C2C(C(=O)C3(C(CC4C(C3C(C(C2(C)C)(CC1OC(=O)C(C(C5=CC=CC=C5)NC(=O)OC(C)(C)C)O)O)OC(=O)C6=CC=CC=C6)(CO4)OC(=O)C)O)C)O. Cell line: HT29. Synergy scores: CSS=64.2, Synergy_ZIP=19.6, Synergy_Bliss=21.1, Synergy_Loewe=-33.6, Synergy_HSA=19.7. (2) Drug 1: C1CCC(CC1)NC(=O)N(CCCl)N=O. Drug 2: C1C(C(OC1N2C=C(C(=O)NC2=O)F)CO)O. Cell line: UO-31. Synergy scores: CSS=21.8, Synergy_ZIP=-6.10, Synergy_Bliss=-9.87, Synergy_Loewe=-7.94, Synergy_HSA=-7.14. (3) Drug 1: C1CN1P(=S)(N2CC2)N3CC3. Drug 2: CC1C(C(CC(O1)OC2CC(OC(C2O)C)OC3=CC4=CC5=C(C(=O)C(C(C5)C(C(=O)C(C(C)O)O)OC)OC6CC(C(C(O6)C)O)OC7CC(C(C(O7)C)O)OC8CC(C(C(O8)C)O)(C)O)C(=C4C(=C3C)O)O)O)O. Cell line: SF-539. Synergy scores: CSS=47.5, Synergy_ZIP=0.863, Synergy_Bliss=3.52, Synergy_Loewe=-17.2, Synergy_HSA=0.680. (4) Drug 1: C1CN1P(=S)(N2CC2)N3CC3. Drug 2: C1=CN(C(=O)N=C1N)C2C(C(C(O2)CO)O)O.Cl. Cell line: NCI-H460. Synergy scores: CSS=57.0, Synergy_ZIP=-0.149, Synergy_Bliss=-0.236, Synergy_Loewe=-2.23, Synergy_HSA=2.41. (5) Drug 1: C1CC(=O)NC(=O)C1N2C(=O)C3=CC=CC=C3C2=O. Drug 2: C1CCC(C(C1)N)N.C(=O)(C(=O)[O-])[O-].[Pt+4]. Cell line: PC-3. Synergy scores: CSS=15.3, Synergy_ZIP=-7.10, Synergy_Bliss=-6.19, Synergy_Loewe=-7.73, Synergy_HSA=-2.21. (6) Drug 1: COC1=CC(=CC(=C1O)OC)C2C3C(COC3=O)C(C4=CC5=C(C=C24)OCO5)OC6C(C(C7C(O6)COC(O7)C8=CC=CS8)O)O. Drug 2: C#CCC(CC1=CN=C2C(=N1)C(=NC(=N2)N)N)C3=CC=C(C=C3)C(=O)NC(CCC(=O)O)C(=O)O. Cell line: MOLT-4. Synergy scores: CSS=67.6, Synergy_ZIP=1.45, Synergy_Bliss=0.684, Synergy_Loewe=0.607, Synergy_HSA=0.848. (7) Drug 1: CC1=C(C(CCC1)(C)C)C=CC(=CC=CC(=CC(=O)O)C)C. Drug 2: COC1=NC(=NC2=C1N=CN2C3C(C(C(O3)CO)O)O)N. Cell line: HT29. Synergy scores: CSS=0.471, Synergy_ZIP=-0.0567, Synergy_Bliss=-0.853, Synergy_Loewe=-0.769, Synergy_HSA=-1.70. (8) Drug 1: CCCS(=O)(=O)NC1=C(C(=C(C=C1)F)C(=O)C2=CNC3=C2C=C(C=N3)C4=CC=C(C=C4)Cl)F. Drug 2: CC(C1=C(C=CC(=C1Cl)F)Cl)OC2=C(N=CC(=C2)C3=CN(N=C3)C4CCNCC4)N. Cell line: MALME-3M. Synergy scores: CSS=45.3, Synergy_ZIP=1.74, Synergy_Bliss=0.514, Synergy_Loewe=-11.5, Synergy_HSA=0.525.